This data is from Forward reaction prediction with 1.9M reactions from USPTO patents (1976-2016). The task is: Predict the product of the given reaction. (1) Given the reactants Cl.[F:2][C:3]1[CH:8]=[C:7]([F:9])[CH:6]=[CH:5][C:4]=1[C:10](=[O:22])[CH2:11][C:12](SC1C=CC(Cl)=CC=1)=[NH:13].[F:23][C:24]1[CH:30]=[CH:29][CH:28]=[C:27]([F:31])[C:25]=1[NH2:26], predict the reaction product. The product is: [F:23][C:24]1[CH:30]=[CH:29][CH:28]=[C:27]([F:31])[C:25]=1[NH:26][C:12](=[NH:13])[CH2:11][C:10]([C:4]1[CH:5]=[CH:6][C:7]([F:9])=[CH:8][C:3]=1[F:2])=[O:22]. (2) Given the reactants [CH:1]1([CH2:4][CH2:5][O:6][C:7]2[CH:19]=[CH:18][C:10]([C:11]([NH:13][CH2:14][C:15]([OH:17])=[O:16])=[O:12])=[CH:9][CH:8]=2)[CH2:3][CH2:2]1.OC1C=CC(C(OC)=O)=CC=1.C1(CO)CCC1, predict the reaction product. The product is: [CH:4]1([CH2:5][O:6][C:7]2[CH:8]=[CH:9][C:10]([C:11]([NH:13][CH2:14][C:15]([OH:17])=[O:16])=[O:12])=[CH:18][CH:19]=2)[CH2:2][CH2:3][CH2:1]1. (3) The product is: [CH3:23][C:18]1[C:17]([C:10]2[CH:9]=[C:8]3[C:13]([C:14]4[C:2]([NH:40][C:33]5[C:34]6[C:39](=[CH:38][CH:37]=[CH:36][CH:35]=6)[N:31]([CH3:30])[N:32]=5)=[N:3][C:4]([CH:24]5[CH2:29][CH2:28][O:27][CH2:26][CH2:25]5)=[N:5][C:6]=4[NH:7]3)=[CH:12][C:11]=2[O:15][CH3:16])=[C:21]([CH3:22])[O:20][N:19]=1. Given the reactants Cl[C:2]1[C:14]2[C:13]3[C:8](=[CH:9][C:10]([C:17]4[C:18]([CH3:23])=[N:19][O:20][C:21]=4[CH3:22])=[C:11]([O:15][CH3:16])[CH:12]=3)[NH:7][C:6]=2[N:5]=[C:4]([CH:24]2[CH2:29][CH2:28][O:27][CH2:26][CH2:25]2)[N:3]=1.[CH3:30][N:31]1[C:39]2[C:34](=[CH:35][CH:36]=[CH:37][CH:38]=2)[C:33]([NH2:40])=[N:32]1.C(C(O)=O)(F)(F)F, predict the reaction product. (4) Given the reactants [CH2:1]([C:5]1[CH:10]=[CH:9][C:8]([C:11]2[O:15][N:14]=[C:13]([C:16]3[O:17][C:18]4[CH2:24][CH2:23][CH2:22][CH:21]([N:25]5[CH2:28][CH:27]([C:29]([O:31]CC)=[O:30])[CH2:26]5)[C:19]=4[CH:20]=3)[N:12]=2)=[CH:7][CH:6]=1)[CH:2]([CH3:4])[CH3:3].[OH-].[Na+].C(O)(=O)C(O)=O, predict the reaction product. The product is: [CH2:1]([C:5]1[CH:10]=[CH:9][C:8]([C:11]2[O:15][N:14]=[C:13]([C:16]3[O:17][C:18]4[CH2:24][CH2:23][CH2:22][CH:21]([N:25]5[CH2:28][CH:27]([C:29]([OH:31])=[O:30])[CH2:26]5)[C:19]=4[CH:20]=3)[N:12]=2)=[CH:7][CH:6]=1)[CH:2]([CH3:4])[CH3:3]. (5) Given the reactants [OH:1][C:2]1[C:11]2[C:6](=[CH:7][CH:8]=[C:9](I)[CH:10]=2)[N:5]([CH3:13])[C:4](=[O:14])[C:3]=1[C:15]([NH:17][CH2:18][C:19]([O:21][CH2:22][CH3:23])=[O:20])=[O:16].[CH2:24]([N+:26](CC)(CC)CC)C, predict the reaction product. The product is: [C:24]([C:9]1[CH:10]=[C:11]2[C:6](=[CH:7][CH:8]=1)[N:5]([CH3:13])[C:4](=[O:14])[C:3]([C:15]([NH:17][CH2:18][C:19]([O:21][CH2:22][CH3:23])=[O:20])=[O:16])=[C:2]2[OH:1])#[N:26]. (6) Given the reactants [CH3:1][C:2]1[CH:7]=[CH:6][N:5]=[CH:4][N:3]=1.[C:8]1([C:14]2[N:15]=[CH:16][NH:17][C:18]=2[CH:19]=O)[CH:13]=[CH:12][CH:11]=[CH:10][CH:9]=1, predict the reaction product. The product is: [C:8]1([C:14]2[N:15]=[CH:16][NH:17][C:18]=2/[CH:19]=[CH:1]/[C:2]2[CH:7]=[CH:6][N:5]=[CH:4][N:3]=2)[CH:9]=[CH:10][CH:11]=[CH:12][CH:13]=1. (7) The product is: [F:45][C:44]([F:47])([F:46])[C:40]1[CH:39]=[C:38]([CH:43]=[CH:42][CH:41]=1)[C:37]([NH:36][CH2:35][C:34]([NH:49][C@@H:50]1[CH2:54][CH2:53][N:52]([CH:55]2[CH2:56][CH2:57][N:58]([C:1]([O:11][CH2:28][C:23]3[CH:24]=[CH:25][CH:26]=[CH:27][C:61]=3[Cl:63])=[O:10])[CH2:59][CH2:60]2)[CH2:51]1)=[O:33])=[O:48]. Given the reactants [C:1]([OH:11])(=[O:10])/C=C/C1C=CC=CC=1.CCN=C=NCCCN(C)C.[CH:23]1[CH:24]=[CH:25][C:26]2N(O)N=N[C:27]=2[CH:28]=1.[O:33]=[C:34]([NH:49][C@@H:50]1[CH2:54][CH2:53][N:52]([CH:55]2[CH2:60][CH2:59][NH:58][CH2:57][CH2:56]2)[CH2:51]1)[CH2:35][NH:36][C:37](=[O:48])[C:38]1[CH:43]=[CH:42][CH:41]=[C:40]([C:44]([F:47])([F:46])[F:45])[CH:39]=1.[CH2:61]([Cl:63])Cl, predict the reaction product. (8) Given the reactants [CH3:1][O:2][C:3]1[CH:8]=[C:7]([B:9]2[O:13][C:12]([CH3:15])([CH3:14])[C:11]([CH3:17])([CH3:16])[O:10]2)[CH:6]=[CH:5][C:4]=1[N:18]1[CH2:23][CH2:22][NH:21][CH2:20][CH2:19]1.CCN(C(C)C)C(C)C.[O:33]1[CH2:36][C:35](=O)[CH2:34]1.[BH-](OC(C)=O)(OC(C)=O)OC(C)=O.[Na+].C([O-])(O)=O.[Na+], predict the reaction product. The product is: [CH3:1][O:2][C:3]1[CH:8]=[C:7]([B:9]2[O:13][C:12]([CH3:14])([CH3:15])[C:11]([CH3:17])([CH3:16])[O:10]2)[CH:6]=[CH:5][C:4]=1[N:18]1[CH2:19][CH2:20][N:21]([CH:35]2[CH2:36][O:33][CH2:34]2)[CH2:22][CH2:23]1. (9) Given the reactants [C:1]([O:5][C:6]([N:8]1[CH2:12][C@@H:11](Cl)[CH2:10][C@H:9]1[CH2:14][O:15][CH2:16][C:17]1[CH:22]=[C:21]([F:23])[C:20]([F:24])=[CH:19][C:18]=1[F:25])=[O:7])([CH3:4])([CH3:3])[CH3:2].[C:26]([O-:29])(=[S:28])[CH3:27].[K+], predict the reaction product. The product is: [C:1]([O:5][C:6]([N:8]1[CH2:12][C@@H:11]([S:28][C:26](=[O:29])[CH3:27])[CH2:10][C@@H:9]1[CH2:14][O:15][CH2:16][C:17]1[CH:22]=[C:21]([F:23])[C:20]([F:24])=[CH:19][C:18]=1[F:25])=[O:7])([CH3:4])([CH3:3])[CH3:2].